Dataset: Forward reaction prediction with 1.9M reactions from USPTO patents (1976-2016). Task: Predict the product of the given reaction. (1) Given the reactants [Br:1][C:2]1[S:6][C:5](=[N:7][C:8]2[N:13]=[C:12]([CH2:14][N:15]3[CH2:20][CH2:19][N:18]([C:21](=[O:28])[C:22]4[CH:27]=[CH:26][CH:25]=[CH:24][CH:23]=4)[CH2:17][CH2:16]3)[CH:11]=[CH:10][CH:9]=2)[N:4](COC)[CH:3]=1.Cl.O1CCOCC1, predict the reaction product. The product is: [Br:1][C:2]1[S:6][C:5]([NH:7][C:8]2[CH:9]=[CH:10][CH:11]=[C:12]([CH2:14][N:15]3[CH2:16][CH2:17][N:18]([C:21](=[O:28])[C:22]4[CH:23]=[CH:24][CH:25]=[CH:26][CH:27]=4)[CH2:19][CH2:20]3)[N:13]=2)=[N:4][CH:3]=1. (2) Given the reactants Br[C:2]1[C:3]([CH3:22])=[C:4]([N:8]2[C:17](=[O:18])[C:16]3[C:11](=[CH:12][C:13]([F:19])=[CH:14][CH:15]=3)[N:10]([CH3:20])[C:9]2=[O:21])[CH:5]=[CH:6][CH:7]=1.[CH3:23][C:24]1([CH3:40])[C:28]([CH3:30])([CH3:29])[O:27][B:26]([B:26]2[O:27][C:28]([CH3:30])([CH3:29])[C:24]([CH3:40])([CH3:23])[O:25]2)[O:25]1.C([O-])(=O)C.[K+], predict the reaction product. The product is: [F:19][C:13]1[CH:12]=[C:11]2[C:16]([C:17](=[O:18])[N:8]([C:4]3[CH:5]=[CH:6][CH:7]=[C:2]([B:26]4[O:27][C:28]([CH3:30])([CH3:29])[C:24]([CH3:40])([CH3:23])[O:25]4)[C:3]=3[CH3:22])[C:9](=[O:21])[N:10]2[CH3:20])=[CH:15][CH:14]=1.